This data is from Full USPTO retrosynthesis dataset with 1.9M reactions from patents (1976-2016). The task is: Predict the reactants needed to synthesize the given product. (1) The reactants are: [C:1]([NH:8][CH:9]([C:11]([OH:13])=O)[CH3:10])([O:3][C:4]([CH3:7])([CH3:6])[CH3:5])=[O:2].F[P-](F)(F)(F)(F)F.C[N+:22](C)=C(N(C)C)ON1C2C=CC=CC=2N=N1.C(N(CC)C(C)C)(C)C.N. Given the product [NH2:22][C:11](=[O:13])[CH:9]([NH:8][C:1](=[O:2])[O:3][C:4]([CH3:7])([CH3:6])[CH3:5])[CH3:10], predict the reactants needed to synthesize it. (2) Given the product [Cl:11][C:10]1[C:5]2[NH:4][CH:3]=[C:2]([C:19]([C:21]3[CH:22]=[C:23]4[C:27](=[CH:28][CH:29]=3)[N:26]([C:30]3[CH:35]=[CH:34][C:33]([F:36])=[CH:32][CH:31]=3)[N:25]=[CH:24]4)([OH:20])[C:18]([F:37])([F:17])[F:38])[C:6]=2[N:7]=[CH:8][N:9]=1, predict the reactants needed to synthesize it. The reactants are: Br[C:2]1[C:6]2[N:7]=[CH:8][N:9]=[C:10]([Cl:11])[C:5]=2[NH:4][CH:3]=1.[Li]C(C)(C)C.[F:17][C:18]([F:38])([F:37])[C:19]([C:21]1[CH:22]=[C:23]2[C:27](=[CH:28][CH:29]=1)[N:26]([C:30]1[CH:35]=[CH:34][C:33]([F:36])=[CH:32][CH:31]=1)[N:25]=[CH:24]2)=[O:20]. (3) Given the product [CH3:13][N:9]([CH2:10][CH2:11][CH3:12])[C:7](=[O:8])[C:6]1[CH:5]=[C:4]([CH:16]=[C:15]([CH:17]=[CH2:18])[CH:14]=1)[C:3]([OH:19])=[O:2], predict the reactants needed to synthesize it. The reactants are: C[O:2][C:3](=[O:19])[C:4]1[CH:16]=[C:15]([CH:17]=[CH2:18])[CH:14]=[C:6]([C:7]([N:9]([CH3:13])[CH2:10][CH2:11][CH3:12])=[O:8])[CH:5]=1.[OH-].[Li+]. (4) Given the product [CH2:36]([O:35][C:33]([CH:32]1[CH2:31][CH2:30][CH2:29][N:28]([C:12]([C:10]2[CH:9]=[CH:8][C:7]([N:15]3[CH2:18][C:17]([F:20])([F:19])[CH2:16]3)=[C:6]([O:5][CH2:4][CH:1]3[CH2:2][CH2:3]3)[N:11]=2)=[O:14])[CH:27]1[C:21]1[CH:22]=[CH:23][CH:24]=[CH:25][CH:26]=1)=[O:34])[CH3:37], predict the reactants needed to synthesize it. The reactants are: [CH:1]1([CH2:4][O:5][C:6]2[N:11]=[C:10]([C:12]([OH:14])=O)[CH:9]=[CH:8][C:7]=2[N:15]2[CH2:18][C:17]([F:20])([F:19])[CH2:16]2)[CH2:3][CH2:2]1.[C:21]1([CH:27]2[CH:32]([C:33]([O:35][CH2:36][CH3:37])=[O:34])[CH2:31][CH2:30][CH2:29][NH:28]2)[CH:26]=[CH:25][CH:24]=[CH:23][CH:22]=1.CN(C(ON1N=NC2C=CC=CC1=2)=[N+](C)C)C.[B-](F)(F)(F)F.CCN(C(C)C)C(C)C.